Dataset: Forward reaction prediction with 1.9M reactions from USPTO patents (1976-2016). Task: Predict the product of the given reaction. (1) Given the reactants [CH:1](=O)[C:2]1[CH:7]=[CH:6][CH:5]=[CH:4][CH:3]=1.[C:9](#[N:13])[CH2:10][C:11]#[N:12].[C:14]([CH2:16][C:17]([NH2:19])=[S:18])#[N:15].O, predict the reaction product. The product is: [NH2:12][C:11]1[S:18][C:17]([NH2:19])=[C:16]([C:14]#[N:15])[CH:1]([C:2]2[CH:7]=[CH:6][CH:5]=[CH:4][CH:3]=2)[C:10]=1[C:9]#[N:13]. (2) Given the reactants [Br:1][C:2]1[CH:3]=[C:4]([CH2:10][C:11]([OH:13])=O)[CH:5]=[CH:6][C:7]=1[C:8]#[N:9].Cl.[NH:15]1[CH2:20][CH2:19][CH:18]([CH2:21][CH2:22][C:23]2[CH:32]=[CH:31][C:26]3[C:27](=[O:30])[O:28][CH2:29][C:25]=3[CH:24]=2)[CH2:17][CH2:16]1, predict the reaction product. The product is: [Br:1][C:2]1[CH:3]=[C:4]([CH2:10][C:11](=[O:13])[N:15]2[CH2:20][CH2:19][CH:18]([CH2:21][CH2:22][C:23]3[CH:24]=[C:25]4[C:26](=[CH:31][CH:32]=3)[C:27](=[O:30])[O:28][CH2:29]4)[CH2:17][CH2:16]2)[CH:5]=[CH:6][C:7]=1[C:8]#[N:9]. (3) Given the reactants [NH2:1][NH:2][C:3]([C:5]1[CH:10]=[CH:9][C:8]([C:11]([F:14])([F:13])[F:12])=[CH:7][N:6]=1)=[NH:4].[Br:15][C:16]1[CH:23]=[CH:22][C:19]([CH:20]=O)=[C:18]([F:24])[CH:17]=1, predict the reaction product. The product is: [Br:15][C:16]1[CH:23]=[CH:22][C:19]([C:20]2[NH:1][N:2]=[C:3]([C:5]3[CH:10]=[CH:9][C:8]([C:11]([F:12])([F:13])[F:14])=[CH:7][N:6]=3)[N:4]=2)=[C:18]([F:24])[CH:17]=1.